From a dataset of Forward reaction prediction with 1.9M reactions from USPTO patents (1976-2016). Predict the product of the given reaction. (1) Given the reactants [F:1][C:2]([F:38])([F:37])[C:3]1[CH:8]=[CH:7][C:6]([C:9]2[C@@H:10]([C:33]([O:35][CH3:36])=[O:34])[N:11](C(C3C=CC=CC=3)(C3C=CC=CC=3)C3C=CC=CC=3)[CH2:12][CH:13]=2)=[CH:5][CH:4]=1, predict the reaction product. The product is: [F:37][C:2]([F:1])([F:38])[C:3]1[CH:4]=[CH:5][C:6]([C@@H:9]2[CH2:13][CH2:12][NH:11][C@@H:10]2[C:33]([O:35][CH3:36])=[O:34])=[CH:7][CH:8]=1. (2) Given the reactants [C:1]([O:4][CH:5]1[CH2:10][CH:9]2[NH:11][CH:6]1[CH2:7][C@H:8]2[C:12]([O:14][CH2:15]C)=[O:13])(=[O:3])[CH3:2].O=C1CC2(C(OC)=O)N(C(OC(C)(C)C)=O)C1CC2.C(N[C@H]1[C@H](C(OC)=O)CC=CC1)(=O)C.C(=O)([O-])[O-].[Na+].[Na+].[C:56](Cl)([O:58][CH2:59][C:60]1[CH:65]=[CH:64][CH:63]=[CH:62][CH:61]=1)=[O:57], predict the reaction product. The product is: [C:1]([O:4][CH:5]1[CH2:10][CH:9]2[N:11]([C:56]([O:58][CH2:59][C:60]3[CH:65]=[CH:64][CH:63]=[CH:62][CH:61]=3)=[O:57])[CH:6]1[CH2:7][CH:8]2[C:12]([O:14][CH3:15])=[O:13])(=[O:3])[CH3:2]. (3) Given the reactants NC1N([C@@H]2CC[C@H](C(OC)=O)CC2)C2C=C(CO[Si](C(C)C)(C(C)C)C(C)C)C=CC=2N=1.[CH2:33]([NH:35][C:36]([C@@H:38]1[CH2:43][CH2:42][C@H:41]([N:44]2[C:48]3[CH:49]=[C:50]([CH2:53][N:54]4[CH2:59][CH2:58][CH2:57][CH2:56][CH2:55]4)[CH:51]=[CH:52][C:47]=3[NH:46]/[C:45]/2=[N:60]\[C:61](=[O:69])[C:62]2[CH:67]=[CH:66][C:65](F)=[CH:64][CH:63]=2)[CH2:40][CH2:39]1)=[O:37])[CH3:34], predict the reaction product. The product is: [CH2:33]([NH:35][C:36]([C@@H:38]1[CH2:43][CH2:42][C@H:41]([N:44]2[C:48]3[CH:49]=[C:50]([CH2:53][N:54]4[CH2:59][CH2:58][CH2:57][CH2:56][CH2:55]4)[CH:51]=[CH:52][C:47]=3[N:46]=[C:45]2[NH:60][C:61](=[O:69])[C:62]2[CH:63]=[CH:64][CH:65]=[CH:66][CH:67]=2)[CH2:40][CH2:39]1)=[O:37])[CH3:34]. (4) Given the reactants C[N:2]([C@@:10]1([CH3:15])[CH2:14][CH2:13][NH:12][CH2:11]1)[C:3](=O)OC(C)(C)C.C(N(CC)CC)C.[C:23]([C:25]1[C:30]2[N:31]=[C:32]([C:34]([N:36]([CH3:38])[CH3:37])=[O:35])[O:33][C:29]=2[C:28](F)=[C:27]([C:40]2[CH:45]=[CH:44][CH:43]=[C:42]([F:46])[CH:41]=2)[C:26]=1[CH3:47])#[N:24], predict the reaction product. The product is: [C:23]([C:25]1[C:30]2[N:31]=[C:32]([C:34]([N:36]([CH3:38])[CH3:37])=[O:35])[O:33][C:29]=2[C:28]([N:12]2[CH2:13][CH2:14][C@:10]([CH3:15])([NH:2][CH3:3])[CH2:11]2)=[C:27]([C:40]2[CH:45]=[CH:44][CH:43]=[C:42]([F:46])[CH:41]=2)[C:26]=1[CH3:47])#[N:24].